From a dataset of Catalyst prediction with 721,799 reactions and 888 catalyst types from USPTO. Predict which catalyst facilitates the given reaction. (1) Reactant: Cl[C:2]1[N:3]=[C:4]([NH:11][CH2:12][C:13]2[CH:18]=[CH:17][C:16]([Cl:19])=[CH:15][C:14]=2[Cl:20])[C:5]2[S:10][CH:9]=[CH:8][C:6]=2[N:7]=1.[CH2:21]([O:23][C:24]([C:26]1([CH2:32][CH2:33][N:34]2[CH2:38][CH2:37][CH2:36][CH2:35]2)[CH2:31][CH2:30][NH:29][CH2:28][CH2:27]1)=[O:25])[CH3:22].C(N(C(C)C)CC)(C)C.C(=O)(O)[O-].[Na+]. Product: [CH2:21]([O:23][C:24]([C:26]1([CH2:32][CH2:33][N:34]2[CH2:38][CH2:37][CH2:36][CH2:35]2)[CH2:31][CH2:30][N:29]([C:2]2[N:3]=[C:4]([NH:11][CH2:12][C:13]3[CH:18]=[CH:17][C:16]([Cl:19])=[CH:15][C:14]=3[Cl:20])[C:5]3[S:10][CH:9]=[CH:8][C:6]=3[N:7]=2)[CH2:28][CH2:27]1)=[O:25])[CH3:22]. The catalyst class is: 12. (2) Reactant: [Br:1][C:2]1[C:3]([NH2:13])=[CH:4][S:5][C:6]=1[C:7]1[CH:12]=[CH:11][CH:10]=[CH:9][CH:8]=1.C([O-])([O-])=O.[K+].[K+].Br[CH2:21][C:22]([O:24][CH3:25])=[O:23]. Product: [Br:1][C:2]1[C:3]([NH:13][CH2:21][C:22]([O:24][CH3:25])=[O:23])=[CH:4][S:5][C:6]=1[C:7]1[CH:12]=[CH:11][CH:10]=[CH:9][CH:8]=1. The catalyst class is: 18. (3) Reactant: C[N:2]([CH:4]=[C:5]1[CH2:9][CH2:8][C:7]([CH3:11])([CH3:10])[C:6]1=O)C.O.[NH2:14]N. Product: [CH3:10][C:7]1([CH3:11])[C:6]2[C:5](=[CH:4][NH:2][N:14]=2)[CH2:9][CH2:8]1. The catalyst class is: 8. (4) Reactant: [F:1][C:2]1[CH:3]=[C:4]([CH:45]=[CH:46][CH:47]=1)[CH2:5][N:6]1[C:10]([CH3:11])=[C:9]([C:12]2[C:20]3[C:15](=[N:16][CH:17]=[C:18]([C:21]4[CH:22]=[CH:23][C:24]([O:32][CH3:33])=[C:25]([NH:27][S:28]([CH3:31])(=[O:30])=[O:29])[CH:26]=4)[CH:19]=3)[N:14](S(C3C=CC(C)=CC=3)(=O)=O)[CH:13]=2)[C:8]([CH3:44])=[N:7]1.[OH-].[Li+]. Product: [F:1][C:2]1[CH:3]=[C:4]([CH:45]=[CH:46][CH:47]=1)[CH2:5][N:6]1[C:10]([CH3:11])=[C:9]([C:12]2[C:20]3[C:15](=[N:16][CH:17]=[C:18]([C:21]4[CH:22]=[CH:23][C:24]([O:32][CH3:33])=[C:25]([NH:27][S:28]([CH3:31])(=[O:30])=[O:29])[CH:26]=4)[CH:19]=3)[NH:14][CH:13]=2)[C:8]([CH3:44])=[N:7]1. The catalyst class is: 87. (5) Reactant: [Cl:1][C:2]1[CH:8]=[CH:7][CH:6]=[CH:5][C:3]=1[NH2:4].I[CH2:10][C:11](=[O:13])[CH3:12].C(=O)([O-])[O-].[K+].[K+].O. Product: [Cl:1][C:2]1[CH:8]=[CH:7][CH:6]=[CH:5][C:3]=1[NH:4][CH2:10][C:11](=[O:13])[CH3:12]. The catalyst class is: 3. (6) The catalyst class is: 404. Product: [CH3:8][O:9][C:10]([C:11]1[C:6]2[C:5]([CH3:7])=[N:4][NH:3][C:2]=2[N:1]=[C:20]([C:19]2[CH:22]=[CH:23][C:16]([OH:15])=[CH:17][CH:18]=2)[CH:13]=1)=[O:14]. Reactant: [NH2:1][C:2]1[CH:6]=[C:5]([CH3:7])[NH:4][N:3]=1.[CH3:8][O:9][C:10](=[O:14])[C:11]([CH3:13])=O.[OH:15][C:16]1[CH:23]=[CH:22][C:19]([CH:20]=O)=[CH:18][CH:17]=1. (7) Reactant: [Cl:1][C:2]1[C:3]([C:20]#[N:21])=[N:4][CH:5]=[C:6]([NH:8][C:9]2[CH:14]=[CH:13][C:12]([F:15])=[CH:11][C:10]=2[C:16]([F:19])([F:18])[F:17])[CH:7]=1.CO. Product: [NH2:21][CH2:20][C:3]1[N:4]=[CH:5][C:6]([NH:8][C:9]2[CH:14]=[CH:13][C:12]([F:15])=[CH:11][C:10]=2[C:16]([F:19])([F:18])[F:17])=[CH:7][C:2]=1[Cl:1]. The catalyst class is: 1. (8) Reactant: [C:1]1([C@H:11]([N:13]([CH2:21][C@@H:22]2[C@@H:26]([C:27]3[CH:32]=[CH:31][CH:30]=[CH:29][CH:28]=3)[CH2:25][NH:24][CH2:23]2)[C:14](=[O:20])[O:15][C:16]([CH3:19])([CH3:18])[CH3:17])[CH3:12])[C:10]2[C:5](=[CH:6][CH:7]=[CH:8][CH:9]=2)[CH:4]=[CH:3][CH:2]=1.C([N:35](CC)CC)C.CC#N.[N+](C1C=CC([O:50][C:51]([O:53][C:54]2[CH:63]=[CH:62][CH:61]=[CH:60][C:55]=2[C:56]([O:58][CH3:59])=[O:57])=O)=CC=1)([O-])=O. Product: [C:16]([O:15][C:14]([N:13]([CH2:21][C@H:22]1[C@@H:26]([C:27]2[CH:28]=[CH:29][CH:30]=[CH:31][CH:32]=2)[CH2:25][N:24]([NH:35][C:51]([O:53][C:54]2[CH:63]=[CH:62][CH:61]=[CH:60][C:55]=2[C:56]([O:58][CH3:59])=[O:57])=[O:50])[CH2:23]1)[C@@H:11]([C:1]1[C:10]2[C:5](=[CH:6][CH:7]=[CH:8][CH:9]=2)[CH:4]=[CH:3][CH:2]=1)[CH3:12])=[O:20])([CH3:18])([CH3:19])[CH3:17]. The catalyst class is: 13.